This data is from Full USPTO retrosynthesis dataset with 1.9M reactions from patents (1976-2016). The task is: Predict the reactants needed to synthesize the given product. (1) Given the product [F:1][C:2]([F:23])([F:22])[CH2:3][CH2:4][CH:5]([C:11]1[CH:21]=[CH:20][C:14]([C:15]([O:17][CH2:18][CH3:19])=[O:16])=[CH:13][CH:12]=1)[NH:24][C:25]1[CH:26]=[N:27][C:28]2[C:33]([CH:34]=1)=[CH:32][CH:31]=[CH:30][CH:29]=2, predict the reactants needed to synthesize it. The reactants are: [F:1][C:2]([F:23])([F:22])[CH2:3][CH2:4][CH:5]([C:11]1[CH:21]=[CH:20][C:14]([C:15]([O:17][CH2:18][CH3:19])=[O:16])=[CH:13][CH:12]=1)OS(C)(=O)=O.[NH2:24][C:25]1[CH:26]=[N:27][C:28]2[C:33]([CH:34]=1)=[CH:32][CH:31]=[CH:30][CH:29]=2.P([O-])([O-])([O-])=O.[K+].[K+].[K+]. (2) Given the product [N:14]1([C:11]([C:9]2[CH:8]=[CH:7][C:6]3[N:2]([CH3:1])[CH:3]=[N:4][C:5]=3[CH:10]=2)=[O:13])[CH2:19][CH2:18][CH2:17][C@@H:16]2[C:20]3[CH:21]=[CH:22][CH:23]=[CH:24][C:25]=3[CH2:26][C@H:15]12, predict the reactants needed to synthesize it. The reactants are: [CH3:1][N:2]1[C:6]2[CH:7]=[CH:8][C:9]([C:11]([OH:13])=O)=[CH:10][C:5]=2[N:4]=[CH:3]1.[NH:14]1[CH2:19][CH2:18][CH2:17][C@@H:16]2[C:20]3[CH:21]=[CH:22][CH:23]=[CH:24][C:25]=3[CH2:26][C@H:15]12.F[P-](F)(F)(F)(F)F.N1(OC(N(C)C)=[N+](C)C)C2N=CC=CC=2N=N1. (3) Given the product [C:4]([C@H:6]1[CH2:10][CH2:9][N:8]([C:11]([O:13][C:14]([CH3:15])([CH3:16])[CH3:17])=[O:12])[CH2:7]1)(=[O:5])[CH3:19], predict the reactants needed to synthesize it. The reactants are: CON(C)[C:4]([C@H:6]1[CH2:10][CH2:9][N:8]([C:11]([O:13][C:14]([CH3:17])([CH3:16])[CH3:15])=[O:12])[CH2:7]1)=[O:5].[CH3:19][Mg]Br.